From a dataset of Catalyst prediction with 721,799 reactions and 888 catalyst types from USPTO. Predict which catalyst facilitates the given reaction. Reactant: [CH2:1]([O:3][C:4]([N:6]1[CH2:15][CH:14]([CH3:16])[C:13]2[C:12]3[C:17](=O)[CH2:18][CH:19]([C:20]([F:23])([F:22])[F:21])[C:11]=3[S:10][C:9]=2[CH2:8][CH2:7]1)=[O:5])[CH3:2].[BH4-].[Na+].Cl.Cl[Sn]Cl. Product: [CH2:1]([O:3][C:4]([N:6]1[CH2:15][CH:14]([CH3:16])[C:13]2[C:12]3[CH2:17][CH2:18][CH:19]([C:20]([F:22])([F:23])[F:21])[C:11]=3[S:10][C:9]=2[CH2:8][CH2:7]1)=[O:5])[CH3:2]. The catalyst class is: 88.